This data is from Forward reaction prediction with 1.9M reactions from USPTO patents (1976-2016). The task is: Predict the product of the given reaction. Given the reactants [CH2:1]([C:3]([OH:9])([CH2:6][CH:7]=C)[CH2:4][CH3:5])[CH3:2].N1C(C)=CC=CC=1C.I([O-])(=O)(=O)=[O:19].[Na+].C([O-])(O)=O.[Na+], predict the reaction product. The product is: [CH2:1]([C:3]([OH:9])([CH2:4][CH3:5])[CH2:6][CH:7]=[O:19])[CH3:2].